Dataset: Reaction yield outcomes from USPTO patents with 853,638 reactions. Task: Predict the reaction yield, written as a fraction of the theoretical maximum amount of product (1.0 means a 100% yield; for example, 0.34 means a 34% yield). (1) The reactants are FC(F)(F)S(O[CH2:7][C:8]([F:11])([CH3:10])[CH3:9])(=O)=O.[CH3:14][C:15]1([CH3:42])[NH:27][CH:26]([C:28]2[C:33]([F:34])=[CH:32][C:31](/[CH:35]=[CH:36]/[C:37]([O:39][CH3:40])=[O:38])=[CH:30][C:29]=2[F:41])[C:18]2[NH:19][C:20]3[C:25]([C:17]=2[CH2:16]1)=[CH:24][CH:23]=[CH:22][CH:21]=3.C(N(C(C)C)C(C)C)C. The catalyst is O1CCOCC1. The product is [F:34][C:33]1[CH:32]=[C:31](/[CH:35]=[CH:36]/[C:37]([O:39][CH3:40])=[O:38])[CH:30]=[C:29]([F:41])[C:28]=1[CH:26]1[C:18]2[NH:19][C:20]3[C:25]([C:17]=2[CH2:16][C:15]([CH3:14])([CH3:42])[N:27]1[CH2:7][C:8]([F:11])([CH3:9])[CH3:10])=[CH:24][CH:23]=[CH:22][CH:21]=3. The yield is 0.604. (2) The reactants are [CH3:1][CH:2]([CH2:4][CH2:5][CH2:6][C@H:7]([CH2:9][CH2:10][CH2:11][C@H:12]([CH2:14][CH2:15][CH2:16]/[C:17](=[CH:19]/[CH2:20][OH:21])/[CH3:18])[CH3:13])[CH3:8])[CH3:3]. The catalyst is C(O)C.[Rh]. The product is [CH2:20]([OH:21])[CH2:19][CH:17]([CH2:16][CH2:15][CH2:14][CH:12]([CH2:11][CH2:10][CH2:9][CH:7]([CH2:6][CH2:5][CH2:4][CH:2]([CH3:3])[CH3:1])[CH3:8])[CH3:13])[CH3:18]. The yield is 1.00.